From a dataset of Full USPTO retrosynthesis dataset with 1.9M reactions from patents (1976-2016). Predict the reactants needed to synthesize the given product. The reactants are: [C:1]([O:5][C:6]([NH:8][CH:9]([CH:21](O)[CH2:22][O:23][Si:24]([CH3:30])([CH3:29])[C:25]([CH3:28])([CH3:27])[CH3:26])[C:10]([NH:12][O:13][CH2:14][C:15]1[CH:20]=[CH:19][CH:18]=[CH:17][CH:16]=1)=[O:11])=[O:7])([CH3:4])([CH3:3])[CH3:2].C1(P(C2C=CC=CC=2)C2C=CC=CC=2)C=CC=CC=1.N(C(OCC)=O)=NC(OCC)=O. Given the product [O:11]=[C:10]1[C@@H:9]([NH:8][C:6]([O:5][C:1]([CH3:4])([CH3:3])[CH3:2])=[O:7])[C@@H:21]([CH2:22][O:23][Si:24]([CH3:30])([CH3:29])[C:25]([CH3:28])([CH3:27])[CH3:26])[N:12]1[O:13][CH2:14][C:15]1[CH:20]=[CH:19][CH:18]=[CH:17][CH:16]=1, predict the reactants needed to synthesize it.